This data is from Full USPTO retrosynthesis dataset with 1.9M reactions from patents (1976-2016). The task is: Predict the reactants needed to synthesize the given product. (1) Given the product [CH3:22][N:21]([CH3:26])[C:19](=[O:20])[CH2:18][C:9]1[C:8]2[C:12](=[C:13]([F:15])[CH:14]=[C:6]([CH2:5][CH2:4][C:3]([O:2][CH3:1])=[O:25])[C:7]=2[O:23][CH3:24])[N:11]([CH2:16][CH3:17])[CH:10]=1, predict the reactants needed to synthesize it. The reactants are: [CH3:1][O:2][C:3](=[O:25])/[CH:4]=[CH:5]/[C:6]1[C:7]([O:23][CH3:24])=[C:8]2[C:12](=[C:13]([F:15])[CH:14]=1)[N:11]([CH2:16][CH3:17])[CH:10]=[C:9]2[CH2:18][C:19]([NH:21][CH3:22])=[O:20].[CH3:26]O. (2) Given the product [C:1]([O:5][C:6](=[O:31])[NH:7][CH2:8][CH2:9][N:10]1[C:19]([CH2:20][NH2:21])=[C:18]([C:22]2[CH:27]=[CH:26][CH:25]=[CH:24][CH:23]=2)[C:17]2[C:12](=[CH:13][CH:14]=[C:15]([O:28][CH3:29])[CH:16]=2)[C:11]1=[O:30])([CH3:4])([CH3:2])[CH3:3], predict the reactants needed to synthesize it. The reactants are: [C:1]([O:5][C:6](=[O:31])[NH:7][CH2:8][CH2:9][N:10]1[C:19]([C:20]#[N:21])=[C:18]([C:22]2[CH:27]=[CH:26][CH:25]=[CH:24][CH:23]=2)[C:17]2[C:12](=[CH:13][CH:14]=[C:15]([O:28][CH3:29])[CH:16]=2)[C:11]1=[O:30])([CH3:4])([CH3:3])[CH3:2].[OH-].[NH4+]. (3) Given the product [F:1][C:2]1[CH:3]=[C:4]([C:8]2[N:17]=[C:16]([O:18][CH:19]3[CH2:36][CH:35]4[CH:21]([C:22](=[O:42])[N:23]([CH3:41])[CH2:24][CH2:25][CH2:26][CH2:27][CH:28]=[CH:29][CH:30]5[C:32]([C:38]([NH:64][S:61]([CH:58]6[CH2:60][CH2:59]6)(=[O:63])=[O:62])=[O:39])([NH:33][C:34]4=[O:37])[CH2:31]5)[CH2:20]3)[C:15]3[C:10](=[C:11]([CH3:45])[C:12]([O:43][CH3:44])=[CH:13][CH:14]=3)[N:9]=2)[CH:5]=[CH:6][CH:7]=1, predict the reactants needed to synthesize it. The reactants are: [F:1][C:2]1[CH:3]=[C:4]([C:8]2[N:17]=[C:16]([O:18][CH:19]3[CH2:36][CH:35]4[CH:21]([C:22](=[O:42])[N:23]([CH3:41])[CH2:24][CH2:25][CH2:26][CH2:27][CH:28]=[CH:29][CH:30]5[C:32]([C:38](O)=[O:39])([NH:33][C:34]4=[O:37])[CH2:31]5)[CH2:20]3)[C:15]3[C:10](=[C:11]([CH3:45])[C:12]([O:43][CH3:44])=[CH:13][CH:14]=3)[N:9]=2)[CH:5]=[CH:6][CH:7]=1.C1N=CN(C(N2C=NC=C2)=O)C=1.[CH:58]1([S:61]([NH2:64])(=[O:63])=[O:62])[CH2:60][CH2:59]1.C1CCN2C(=NCCC2)CC1.C(O)(=O)CC(CC(O)=O)(C(O)=O)O.